Dataset: Catalyst prediction with 721,799 reactions and 888 catalyst types from USPTO. Task: Predict which catalyst facilitates the given reaction. The catalyst class is: 15. Reactant: [CH2:1]([C:8]1[C:12]2[C:13](=[O:29])[N:14]([C:21]3[CH:26]=[CH:25][C:24]([O:27]C)=[CH:23][CH:22]=3)[C:15]3[N:16]=[CH:17][CH:18]=[CH:19][C:20]=3[C:11]=2[NH:10][N:9]=1)[C:2]1[CH:7]=[CH:6][CH:5]=[CH:4][CH:3]=1.Br.O. Product: [CH2:1]([C:8]1[C:12]2[C:13](=[O:29])[N:14]([C:21]3[CH:22]=[CH:23][C:24]([OH:27])=[CH:25][CH:26]=3)[C:15]3[N:16]=[CH:17][CH:18]=[CH:19][C:20]=3[C:11]=2[NH:10][N:9]=1)[C:2]1[CH:7]=[CH:6][CH:5]=[CH:4][CH:3]=1.